The task is: Predict which catalyst facilitates the given reaction.. This data is from Catalyst prediction with 721,799 reactions and 888 catalyst types from USPTO. (1) Reactant: [CH3:1][O:2][C:3]1[CH:4]=[C:5]2[C:10](=[CH:11][C:12]=1[O:13][CH3:14])[N:9]=[CH:8][CH:7]=[C:6]2[O:15][C:16]1[CH:22]=[CH:21][C:19]([NH2:20])=[CH:18][CH:17]=1.ClC(Cl)(O[C:27](=[O:33])[O:28][C:29](Cl)(Cl)Cl)Cl.[CH3:35][O:36][C:37]1[CH:38]=[C:39](CO)[CH:40]=[CH:41][CH:42]=1.C(=O)(O)[O-].[Na+]. Product: [CH3:1][O:2][C:3]1[CH:4]=[C:5]2[C:10](=[CH:11][C:12]=1[O:13][CH3:14])[N:9]=[CH:8][CH:7]=[C:6]2[O:15][C:16]1[CH:22]=[CH:21][C:19]([NH:20][C:27](=[O:33])[O:28][CH2:29][C:41]2[CH:40]=[CH:39][CH:38]=[C:37]([O:36][CH3:35])[CH:42]=2)=[CH:18][CH:17]=1. The catalyst class is: 208. (2) Reactant: [CH:1]1([CH2:7][O:8][C:9]2[C:10]3[N:11]([C:15]([C:19]([NH:21][C@@:22]([C:26]4[CH:27]=[C:28]([CH:33]=[CH:34][CH:35]=4)[C:29]([O:31]C)=[O:30])([CH3:25])[CH2:23][OH:24])=[O:20])=[C:16]([CH3:18])[N:17]=3)[CH:12]=[CH:13][CH:14]=2)[CH2:6][CH2:5][CH2:4][CH2:3][CH2:2]1.CO.[OH-].[Na+].Cl. Product: [CH:1]1([CH2:7][O:8][C:9]2[C:10]3[N:11]([C:15]([C:19]([NH:21][C@@:22]([C:26]4[CH:27]=[C:28]([CH:33]=[CH:34][CH:35]=4)[C:29]([OH:31])=[O:30])([CH3:25])[CH2:23][OH:24])=[O:20])=[C:16]([CH3:18])[N:17]=3)[CH:12]=[CH:13][CH:14]=2)[CH2:6][CH2:5][CH2:4][CH2:3][CH2:2]1. The catalyst class is: 1.